Dataset: Forward reaction prediction with 1.9M reactions from USPTO patents (1976-2016). Task: Predict the product of the given reaction. (1) Given the reactants [F:1][C:2]1[CH:7]=[C:6]([C:8]2[C:9]3[C:10]4[CH:24]=[CH:23][S:22][C:11]=4[C:12](=[O:21])[NH:13][C:14]=3[C:15]([CH3:20])=[CH:16][C:17]=2[O:18][CH3:19])[CH:5]=[CH:4][C:3]=1[CH:25]([CH:35]([CH3:37])[CH3:36])[CH2:26][NH:27]C(=O)OC(C)(C)C.[ClH:38], predict the reaction product. The product is: [ClH:38].[NH2:27][CH2:26][CH:25]([C:3]1[CH:4]=[CH:5][C:6]([C:8]2[C:9]3[C:10]4[CH:24]=[CH:23][S:22][C:11]=4[C:12](=[O:21])[NH:13][C:14]=3[C:15]([CH3:20])=[CH:16][C:17]=2[O:18][CH3:19])=[CH:7][C:2]=1[F:1])[CH:35]([CH3:37])[CH3:36]. (2) Given the reactants Br[C:2]1[CH:11]=[C:10]2[C:5]([CH:6]=[CH:7][N:8]=[C:9]2[Cl:12])=[CH:4][CH:3]=1.[Li]CCCC.[I:18]I, predict the reaction product. The product is: [Cl:12][C:9]1[C:10]2[C:5](=[CH:4][CH:3]=[C:2]([I:18])[CH:11]=2)[CH:6]=[CH:7][N:8]=1. (3) The product is: [CH3:59][CH:58]([CH3:60])[C@H:53]([N:47]1[CH2:46][C:45]2[C:49](=[CH:50][CH:51]=[C:43]([C:40]3[CH:41]=[CH:42][C:37]([NH:36][C:70]([NH:69][C:65]4[CH:66]=[CH:67][CH:68]=[C:63]([C:62]([F:61])([F:72])[F:73])[CH:64]=4)=[O:71])=[CH:38][CH:39]=3)[CH:44]=2)[C:48]1=[O:52])[C:54]([O:56][CH3:57])=[O:55]. Given the reactants FC1C=CC(NC(=O)NC2C=CC(C3C=C4C(=CC=3)C(=O)N([C@@H](C(C)C)C(OC)=O)C4)=CC=2)=CC=1.[NH2:36][C:37]1[CH:42]=[CH:41][C:40]([C:43]2[CH:44]=[C:45]3[C:49](=[CH:50][CH:51]=2)[C:48](=[O:52])[N:47]([C@@H:53]([CH:58]([CH3:60])[CH3:59])[C:54]([O:56][CH3:57])=[O:55])[CH2:46]3)=[CH:39][CH:38]=1.[F:61][C:62]([F:73])([F:72])[C:63]1[CH:64]=[C:65]([N:69]=[C:70]=[O:71])[CH:66]=[CH:67][CH:68]=1, predict the reaction product. (4) The product is: [F:42][C:39]1[CH:38]=[CH:37][C:36]([N:33]2[CH2:32][CH2:31][N:30]([C:28](=[O:29])[CH2:27][N:6]3[C:7]([CH3:12])=[C:8]([N+:9]([O-:11])=[O:10])[C:4]([C:3]([F:13])([F:14])[C:2]([F:1])([F:19])[C:15]([F:17])([F:18])[F:16])=[N:5]3)[CH2:35][CH2:34]2)=[CH:41][CH:40]=1. Given the reactants [F:1][C:2]([F:19])([C:15]([F:18])([F:17])[F:16])[C:3]([F:14])([F:13])[C:4]1[C:8]([N+:9]([O-:11])=[O:10])=[C:7]([CH3:12])[NH:6][N:5]=1.C([O-])([O-])=O.[K+].[K+].Cl[CH2:27][C:28]([N:30]1[CH2:35][CH2:34][N:33]([C:36]2[CH:41]=[CH:40][C:39]([F:42])=[CH:38][CH:37]=2)[CH2:32][CH2:31]1)=[O:29].CN(C=O)C, predict the reaction product. (5) Given the reactants F[C:2]1[CH:7]=[CH:6][N:5]=[C:4]([NH:8][C:9](=[O:25])[C:10]2[CH:15]=[CH:14][C:13]([B:16]3[O:20][C:19]([CH3:22])([CH3:21])[C:18]([CH3:24])([CH3:23])[O:17]3)=[CH:12][CH:11]=2)[CH:3]=1.C(C1[S:32]C(N)=NC=1)C, predict the reaction product. The product is: [CH2:2]([C:7]1[S:32][C:4]([NH:8][C:9](=[O:25])[C:10]2[CH:15]=[CH:14][C:13]([B:16]3[O:20][C:19]([CH3:22])([CH3:21])[C:18]([CH3:24])([CH3:23])[O:17]3)=[CH:12][CH:11]=2)=[N:5][CH:6]=1)[CH3:3]. (6) The product is: [CH3:10][C:3]1[CH:4]=[C:5]([CH:8]=[CH:9][C:2]=1[N:19]1[C:27]2=[N:26][CH:25]=[CH:24][CH:23]=[C:22]2[CH:21]=[CH:20]1)[C:6]#[N:7]. Given the reactants Br[C:2]1[CH:9]=[CH:8][C:5]([C:6]#[N:7])=[CH:4][C:3]=1[CH3:10].CNCCNC.[I-].[Na+].[NH:19]1[C:27]2[C:22](=[CH:23][CH:24]=[CH:25][N:26]=2)[CH:21]=[CH:20]1.[O-]P([O-])([O-])=O.[K+].[K+].[K+], predict the reaction product. (7) Given the reactants [CH2:1]([CH:8]([C:14]([O:16]CC)=[O:15])[C:9]([O:11]CC)=[O:10])[C:2]1[CH:7]=[CH:6][CH:5]=[CH:4][CH:3]=1.[OH-].[K+].[CH2:21](O)[CH3:22], predict the reaction product. The product is: [CH2:21]([C:8]([CH2:1][C:2]1[CH:3]=[CH:4][CH:5]=[CH:6][CH:7]=1)([C:14]([OH:16])=[O:15])[C:9]([OH:11])=[O:10])[CH3:22]. (8) The product is: [CH3:1][C:2]1[CH:7]=[C:6]([C:8]2[CH:13]=[CH:12][C:11]([C:14]([F:17])([F:16])[F:15])=[CH:10][CH:9]=2)[N:5]=[C:4]([C:18]2[CH:19]=[C:20]([C:28]3[CH:29]=[C:30]([S:34]([NH2:37])(=[O:36])=[O:35])[CH:31]=[N:32][CH:33]=3)[CH:21]=[CH:22][CH:23]=2)[CH:3]=1. Given the reactants [CH3:1][C:2]1[CH:7]=[C:6]([C:8]2[CH:13]=[CH:12][C:11]([C:14]([F:17])([F:16])[F:15])=[CH:10][CH:9]=2)[N:5]=[C:4]([C:18]2[CH:19]=[C:20](B(O)O)[CH:21]=[CH:22][CH:23]=2)[CH:3]=1.Br[C:28]1[CH:29]=[C:30]([S:34]([NH2:37])(=[O:36])=[O:35])[CH:31]=[N:32][CH:33]=1, predict the reaction product.